From a dataset of Retrosynthesis with 50K atom-mapped reactions and 10 reaction types from USPTO. Predict the reactants needed to synthesize the given product. Given the product CCCCC(CCC1CO1)C(=O)OC, predict the reactants needed to synthesize it. The reactants are: C=CCCC(CCCC)C(=O)OC.O=C(OO)c1cccc(Cl)c1.